The task is: Predict the reactants needed to synthesize the given product.. This data is from Full USPTO retrosynthesis dataset with 1.9M reactions from patents (1976-2016). (1) Given the product [CH3:17][CH2:18][CH:7]([O-:14])[CH3:8].[CH3:17][CH2:18][CH:7]([O-:14])[CH3:8].[CH3:17][CH2:18][CH:7]([O-:14])[CH3:8].[Al+3:6], predict the reactants needed to synthesize it. The reactants are: P([O-])([O-])([O-])=O.[Al+3:6].[CH2:7](OP([O-])([O-])=O)[CH3:8].[OH2:14].CO[CH:17](O)[CH3:18]. (2) Given the product [CH:13]12[NH:8][CH:9]([CH2:15][CH2:14]1)[CH2:10][CH:11]([N:16]1[C:20]3[CH:21]=[CH:22][CH:23]=[C:24]([F:25])[C:19]=3[N:18]=[C:17]1[CH:26]1[CH2:28][CH2:27]1)[CH2:12]2, predict the reactants needed to synthesize it. The reactants are: C([N:8]1[CH:13]2[CH2:14][CH2:15][CH:9]1[CH2:10][CH:11]([N:16]1[C:20]3[CH:21]=[CH:22][CH:23]=[C:24]([F:25])[C:19]=3[N:18]=[C:17]1[CH:26]1[CH2:28][CH2:27]1)[CH2:12]2)C1C=CC=CC=1. (3) Given the product [Cl:1][CH2:2][CH2:3][CH2:4][S:5]([NH:9][CH:10]1[CH2:15][CH2:14][N:13]([CH2:16][C:17]2[CH:22]=[CH:21][CH:20]=[CH:19][CH:18]=2)[CH2:12][CH2:11]1)(=[O:7])=[O:6], predict the reactants needed to synthesize it. The reactants are: [Cl:1][CH2:2][CH2:3][CH2:4][S:5](Cl)(=[O:7])=[O:6].[NH2:9][CH:10]1[CH2:15][CH2:14][N:13]([CH2:16][C:17]2[CH:22]=[CH:21][CH:20]=[CH:19][CH:18]=2)[CH2:12][CH2:11]1. (4) Given the product [CH3:20][C@H:15]1[N:11]2[C:12]3[CH:13]=[CH:14][C:6]([O:5][CH2:4][CH2:3][CH2:2][N:21]4[CH2:26][CH2:25][CH2:24][CH2:23][CH2:22]4)=[CH:7][C:8]=3[CH:9]=[C:10]2[C:18](=[O:19])[NH:17][CH2:16]1, predict the reactants needed to synthesize it. The reactants are: Cl[CH2:2][CH2:3][CH2:4][O:5][C:6]1[CH:14]=[CH:13][C:12]2[N:11]3[C@H:15]([CH3:20])[CH2:16][NH:17][C:18](=[O:19])[C:10]3=[CH:9][C:8]=2[CH:7]=1.[NH:21]1[CH2:26][CH2:25][CH2:24][CH2:23][CH2:22]1.C(=O)([O-])[O-].[K+].[K+].[I-].[K+]. (5) Given the product [OH:9]/[N:8]=[C:1](\[Cl:10])/[C:2]1[CH:7]=[CH:6][CH:5]=[CH:4][CH:3]=1, predict the reactants needed to synthesize it. The reactants are: [CH:1](=[N:8]/[OH:9])/[C:2]1[CH:7]=[CH:6][CH:5]=[CH:4][CH:3]=1.[Cl:10]N1C(=O)CCC1=O.